This data is from Catalyst prediction with 721,799 reactions and 888 catalyst types from USPTO. The task is: Predict which catalyst facilitates the given reaction. (1) Reactant: C(=O)([O-])[O-].[K+].[K+].Cl[CH2:8][C:9]1[O:10][C:11]([C:14]2[CH:19]=[CH:18][C:17]([I:20])=[CH:16][CH:15]=2)=[N:12][N:13]=1.[NH:21]1[CH:25]=[CH:24][N:23]=[CH:22]1. Product: [N:21]1([CH2:8][C:9]2[O:10][C:11]([C:14]3[CH:19]=[CH:18][C:17]([I:20])=[CH:16][CH:15]=3)=[N:12][N:13]=2)[CH:25]=[CH:24][N:23]=[CH:22]1. The catalyst class is: 16. (2) Reactant: [Si]([O:8][CH2:9][C@H:10]([NH:20][S@@](C(C)(C)C)=O)[C:11]1[CH:16]=[CH:15][C:14]([S:17][CH2:18][CH3:19])=[CH:13][CH:12]=1)(C(C)(C)C)(C)C.[ClH:27]. Product: [ClH:27].[NH2:20][C@H:10]([C:11]1[CH:16]=[CH:15][C:14]([S:17][CH2:18][CH3:19])=[CH:13][CH:12]=1)[CH2:9][OH:8]. The catalyst class is: 12. (3) Reactant: Br[C:2]1[CH:3]=[C:4]([NH:8][CH:9]([C:13]2[CH:18]=[CH:17][CH:16]=[CH:15][CH:14]=2)[C:10]([NH2:12])=[O:11])[CH:5]=[N:6][CH:7]=1.[F:19][C:20]1[C:21](B(O)O)=[CH:22][C:23]([O:26][CH3:27])=[N:24][CH:25]=1.C([O-])([O-])=O.[K+].[K+]. Product: [F:19][C:20]1[C:21]([C:2]2[CH:7]=[N:6][CH:5]=[C:4]([NH:8][CH:9]([C:13]3[CH:18]=[CH:17][CH:16]=[CH:15][CH:14]=3)[C:10]([NH2:12])=[O:11])[CH:3]=2)=[CH:22][C:23]([O:26][CH3:27])=[N:24][CH:25]=1. The catalyst class is: 108. (4) Product: [F:42][CH:2]([F:1])[O:3][C:4]1[CH:13]=[C:12]([O:14][CH2:15][C:16]2[S:20][C:19]([C:21]3[CH:22]=[CH:23][C:24]([C:27]([F:28])([F:29])[F:30])=[CH:25][CH:26]=3)=[N:18][C:17]=2[CH2:31][N:32]2[CH2:33][CH2:34][CH:35]([C:38]([F:41])([F:40])[F:39])[CH2:36][CH2:37]2)[CH:11]=[CH:10][C:5]=1[C:6]1[NH:7][C:53](=[O:54])[O:9][N:8]=1. The catalyst class is: 7. Reactant: [F:1][CH:2]([F:42])[O:3][C:4]1[CH:13]=[C:12]([O:14][CH2:15][C:16]2[S:20][C:19]([C:21]3[CH:26]=[CH:25][C:24]([C:27]([F:30])([F:29])[F:28])=[CH:23][CH:22]=3)=[N:18][C:17]=2[CH2:31][N:32]2[CH2:37][CH2:36][CH:35]([C:38]([F:41])([F:40])[F:39])[CH2:34][CH2:33]2)[CH:11]=[CH:10][C:5]=1[C:6]([NH:8][OH:9])=[NH:7].C(N(C(C)C)CC)(C)C.Cl[C:53](OC1C=CC=CC=1)=[O:54].O. (5) Reactant: [N:1]1[CH:6]=[CH:5][C:4]([O:7][C@H:8]2[CH2:13][CH2:12][C@H:11]([NH:14]C(=O)OC(C)(C)C)[CH2:10][CH2:9]2)=[CH:3][CH:2]=1.C(Cl)[Cl:23].[ClH:25]. Product: [ClH:23].[ClH:25].[N:1]1[CH:6]=[CH:5][C:4]([O:7][C@H:8]2[CH2:9][CH2:10][C@H:11]([NH2:14])[CH2:12][CH2:13]2)=[CH:3][CH:2]=1. The catalyst class is: 12. (6) Reactant: Cl[C:2]1[N:7]=[CH:6][N:5]=[C:4]([N:8]([CH2:10][C:11]([CH3:14])([CH3:13])[CH3:12])[CH3:9])[C:3]=1[N+:15]([O-:17])=[O:16].C(N(C(C)C)CC)(C)C.[CH3:27][C:28]1[CH:33]=[CH:32][C:31]([C:34]2[NH:38][CH:37]=[N:36][N:35]=2)=[CH:30][C:29]=1[NH2:39]. Product: [CH3:12][C:11]([CH3:14])([CH3:13])[CH2:10][N:8]([CH3:9])[C:4]1[C:3]([N+:15]([O-:17])=[O:16])=[C:2]([NH:39][C:29]2[CH:30]=[C:31]([C:34]3[NH:38][CH:37]=[N:36][N:35]=3)[CH:32]=[CH:33][C:28]=2[CH3:27])[N:7]=[CH:6][N:5]=1. The catalyst class is: 114.